This data is from Full USPTO retrosynthesis dataset with 1.9M reactions from patents (1976-2016). The task is: Predict the reactants needed to synthesize the given product. (1) The reactants are: C(S[CH2:8][CH2:9][C:10]([O:12][CH2:13][CH2:14][CH2:15][CH2:16][CH2:17][CH2:18][CH2:19][CH2:20][CH2:21][CH2:22][CH2:23][CH2:24][CH2:25][CH2:26][CH2:27][CH2:28][CH2:29][CH3:30])=[O:11])/C=C/C=C/C.C(NCCS)(=O)C.[CH2:38]1[CH2:46]N2C(=NCCC2)[CH2:39]1. Given the product [C:10]([O:12][CH2:13][CH2:14][CH2:15][CH2:16][CH2:17][CH2:18][CH2:19][CH2:20][CH2:21][CH2:22][CH2:23][CH2:24][CH2:25][CH2:26][CH2:27][CH2:28][CH2:29][CH3:30])(=[O:11])/[CH:9]=[CH:8]/[CH:39]=[CH:38]/[CH3:46], predict the reactants needed to synthesize it. (2) Given the product [C:19]([O:18][C:16]([NH:15][CH2:14][CH2:13][N:11]([CH2:10][C:9]([OH:23])=[O:8])[CH3:12])=[O:17])([CH3:22])([CH3:20])[CH3:21], predict the reactants needed to synthesize it. The reactants are: C([O:8][C:9](=[O:23])[CH2:10][N:11]([CH2:13][CH2:14][NH:15][C:16]([O:18][C:19]([CH3:22])([CH3:21])[CH3:20])=[O:17])[CH3:12])C1C=CC=CC=1. (3) Given the product [Br:1][C:2]1[CH:11]=[C:10]2[C:5](=[CH:4][CH:3]=1)[CH:6]=[C:7]([N:14]([CH3:16])[CH3:15])[C:8]([CH:12]=[CH2:17])=[CH:9]2, predict the reactants needed to synthesize it. The reactants are: [Br:1][C:2]1[CH:11]=[C:10]2[C:5]([CH:6]=[C:7]([N:14]([CH3:16])[CH3:15])[C:8]([CH:12]=O)=[CH:9]2)=[CH:4][CH:3]=1.[CH2:17]1COCC1. (4) Given the product [CH:18]12[CH2:24][CH:21]([NH:20][CH2:19]1)[CH2:22][CH2:23][N:17]2[C:4]1[C:5]2[CH2:12][CH2:11][CH2:10][C:9]3[CH:13]=[CH:14][CH:15]=[CH:16][C:8]=3[C:6]=2[N:7]=[C:2]([NH2:1])[N:3]=1, predict the reactants needed to synthesize it. The reactants are: [NH2:1][C:2]1[N:3]=[C:4]([N:17]2[CH2:23][CH2:22][CH:21]3[CH2:24][CH:18]2[CH2:19][N:20]3C(OCC2C=CC=CC=2)=O)[C:5]2[CH2:12][CH2:11][CH2:10][C:9]3[CH:13]=[CH:14][CH:15]=[CH:16][C:8]=3[C:6]=2[N:7]=1.CCO. (5) Given the product [CH3:22][C:23]([CH3:30])([CH3:29])/[CH:24]=[CH:25]/[C:2]1[C:3]([NH:11][C:12](=[O:21])[CH2:13][C:14]2[CH:19]=[CH:18][C:17]([F:20])=[CH:16][CH:15]=2)=[N:4][N:5]2[CH:10]=[CH:9][CH:8]=[N:7][C:6]=12, predict the reactants needed to synthesize it. The reactants are: Br[C:2]1[C:3]([NH:11][C:12](=[O:21])[CH2:13][C:14]2[CH:19]=[CH:18][C:17]([F:20])=[CH:16][CH:15]=2)=[N:4][N:5]2[CH:10]=[CH:9][CH:8]=[N:7][C:6]=12.[CH3:22][C:23]([CH3:30])([CH3:29])[CH:24]=[CH:25]B(O)O.